Dataset: Catalyst prediction with 721,799 reactions and 888 catalyst types from USPTO. Task: Predict which catalyst facilitates the given reaction. (1) Reactant: [F:1][C:2]1[CH:7]=[CH:6][C:5]([O:8][CH3:9])=[CH:4][C:3]=1[C:10]1[N:15]=[CH:14][C:13]([OH:16])=[CH:12][C:11]=1[CH2:17][C:18]([CH3:21])([CH3:20])[CH3:19].[CH:22]1([CH:25]([C:32]2[CH:37]=[C:36]([CH2:38]O)[N:35]=[CH:34][N:33]=2)[CH2:26][C:27]([O:29][CH2:30][CH3:31])=[O:28])[CH2:24][CH2:23]1.N(C(N1CCCCC1)=O)=NC(N1CCCCC1)=O.C(P(CCCC)CCCC)CCC. Product: [CH:22]1([CH:25]([C:32]2[CH:37]=[C:36]([CH2:38][O:16][C:13]3[CH:14]=[N:15][C:10]([C:3]4[CH:4]=[C:5]([O:8][CH3:9])[CH:6]=[CH:7][C:2]=4[F:1])=[C:11]([CH2:17][C:18]([CH3:21])([CH3:20])[CH3:19])[CH:12]=3)[N:35]=[CH:34][N:33]=2)[CH2:26][C:27]([O:29][CH2:30][CH3:31])=[O:28])[CH2:24][CH2:23]1. The catalyst class is: 1. (2) Reactant: Cl[C:2]([O:4][CH2:5][CH3:6])=[O:3].[NH2:7][C:8]1[CH:13]=[CH:12][C:11]([OH:14])=[CH:10][C:9]=1[F:15].Cl. Product: [CH2:5]([O:4][C:2](=[O:3])[NH:7][C:8]1[CH:13]=[CH:12][C:11]([OH:14])=[CH:10][C:9]=1[F:15])[CH3:6]. The catalyst class is: 74. (3) Reactant: Cl.[NH2:2][CH2:3][CH2:4][C:5]([O:7][C:8]([CH3:11])([CH3:10])[CH3:9])=[O:6].C(N(CC)CC)C.Cl[C:20](=[O:27])[CH2:21][C:22]([O:24][CH2:25][CH3:26])=[O:23]. Product: [C:8]([O:7][C:5](=[O:6])[CH2:4][CH2:3][NH:2][C:20](=[O:27])[CH2:21][C:22]([O:24][CH2:25][CH3:26])=[O:23])([CH3:11])([CH3:10])[CH3:9]. The catalyst class is: 7. (4) Reactant: [NH2:1][C:2]1[N:3]([CH3:24])[C:4](=[O:23])[C:5]2([C:15]3[C:10](=[CH:11][CH:12]=[C:13](Br)[CH:14]=3)[O:9][CH:8]([C:17]3[CH:22]=[CH:21][CH:20]=[CH:19][CH:18]=3)[CH2:7]2)[N:6]=1.[OH:25][CH2:26][C:27]1[CH:28]=[C:29](B(O)O)[CH:30]=[CH:31][CH:32]=1. Product: [NH2:1][C:2]1[N:3]([CH3:24])[C:4](=[O:23])[C:5]2([C:15]3[C:10](=[CH:11][CH:12]=[C:13]([C:31]4[CH:30]=[CH:29][CH:28]=[C:27]([CH2:26][OH:25])[CH:32]=4)[CH:14]=3)[O:9][CH:8]([C:17]3[CH:22]=[CH:21][CH:20]=[CH:19][CH:18]=3)[CH2:7]2)[N:6]=1. The catalyst class is: 806.